This data is from Full USPTO retrosynthesis dataset with 1.9M reactions from patents (1976-2016). The task is: Predict the reactants needed to synthesize the given product. Given the product [CH:5]1([CH2:6][N:7]2[CH2:11][CH2:10][N:9]([C:12]3[CH:13]=[C:14]([CH:19]=[CH:20][N:21]=3)[C:15]([NH:50][CH2:49][C:48]3[CH:51]=[CH:52][C:53]([F:54])=[C:46]([F:45])[CH:47]=3)=[O:17])[C:8]2=[O:22])[CH2:23][CH2:24]1, predict the reactants needed to synthesize it. The reactants are: FC1[CH:24]=[CH:23][C:5]([CH2:6][N:7]2[CH2:11][CH2:10][N:9]([C:12]3[CH:13]=[C:14]([CH:19]=[CH:20][N:21]=3)[C:15]([O:17]C)=O)[C:8]2=[O:22])=CC=1.C1(CN2CCN(C3C=C(C=CN=3)C(OC)=O)C2=O)CC1.[F:45][C:46]1[CH:47]=[C:48]([CH:51]=[CH:52][C:53]=1[F:54])[CH2:49][NH2:50].